Dataset: Forward reaction prediction with 1.9M reactions from USPTO patents (1976-2016). Task: Predict the product of the given reaction. (1) Given the reactants [CH3:1][O:2][C:3]1[CH:4]=[CH:5][CH:6]=[C:7]2[C:12]=1[N:11]=[C:10]([CH3:13])[CH:9]=[CH:8]2.[Br:14]Br.S([O-])([O-])(=O)=S.[Na+].[Na+].C(=O)([O-])O.[Na+], predict the reaction product. The product is: [Br:14][C:6]1[CH:5]=[CH:4][C:3]([O:2][CH3:1])=[C:12]2[C:7]=1[CH:8]=[CH:9][C:10]([CH3:13])=[N:11]2. (2) Given the reactants [Cl:1][C:2]1[C:7]2[O:8][CH2:9][CH2:10][CH2:11][O:12][C:6]=2[CH:5]=[C:4]([CH2:13][NH:14][CH2:15][CH:16]([CH3:18])[CH3:17])[CH:3]=1.[CH3:19][CH:20]([CH2:24][NH:25][C:26]([O:28][C:29]([CH3:32])([CH3:31])C)=[O:27])[C:21]([OH:23])=O.Cl.[CH2:34](N=C=NCCCN(C)C)C.CC1C=CN=C(N)C=1C, predict the reaction product. The product is: [CH3:19][CH:20]([CH2:24][NH:25][C:26]([O:28][CH:29]([CH3:31])[CH2:32][CH3:34])=[O:27])[C:21]([N:14]([CH2:13][C:4]1[CH:3]=[C:2]([Cl:1])[C:7]2[O:8][CH2:9][CH2:10][CH2:11][O:12][C:6]=2[CH:5]=1)[CH2:15][CH:16]([CH3:18])[CH3:17])=[O:23]. (3) Given the reactants [Cl:1][C:2]1[S:3][CH:4]=[CH:5][CH:6]=1.C([N-]C(C)C)(C)C.[Li+].[Br:15][C:16]1[CH:17]=[N:18][C:19]([Cl:22])=[N:20][CH:21]=1.ClC1C(=O)C(C#N)=C(C#N)C(=O)C=1Cl, predict the reaction product. The product is: [Br:15][C:16]1[C:17]([C:4]2[S:3][C:2]([Cl:1])=[CH:6][CH:5]=2)=[N:18][C:19]([Cl:22])=[N:20][CH:21]=1. (4) Given the reactants [CH3:1][C:2]1[S:6][C:5]([NH:7][S:8]([C:11]2[CH:16]=[CH:15][C:14]([N+:17]([O-])=O)=[CH:13][CH:12]=2)(=[O:10])=[O:9])=[N:4][CH:3]=1.O, predict the reaction product. The product is: [NH2:17][C:14]1[CH:15]=[CH:16][C:11]([S:8]([NH:7][C:5]2[S:6][C:2]([CH3:1])=[CH:3][N:4]=2)(=[O:10])=[O:9])=[CH:12][CH:13]=1. (5) Given the reactants [Cl:1][C:2]1[C:11]2[C:6](=[CH:7][CH:8]=[C:9]([Cl:12])[CH:10]=2)[N:5]=[C:4]([N:13]2[CH2:19][CH2:18][CH2:17][C:16]3[CH:20]=[C:21]([C:24]([O:26]C)=[O:25])[CH:22]=[CH:23][C:15]=3[CH2:14]2)[CH:3]=1.CO.[OH-].[Na+].Cl, predict the reaction product. The product is: [Cl:1][C:2]1[C:11]2[C:6](=[CH:7][CH:8]=[C:9]([Cl:12])[CH:10]=2)[N:5]=[C:4]([N:13]2[CH2:19][CH2:18][CH2:17][C:16]3[CH:20]=[C:21]([C:24]([OH:26])=[O:25])[CH:22]=[CH:23][C:15]=3[CH2:14]2)[CH:3]=1. (6) Given the reactants C([NH:5][S:6]([C:9]1[CH:14]=[CH:13][CH:12]=[C:11]([C:15]2[N:16]=[CH:17][N:18]([C:20]3[N:25]=[C:24]([C:26]4[S:27][C:28]([Cl:31])=[CH:29][CH:30]=4)[CH:23]=[C:22]([C:32]([F:35])([F:34])[F:33])[N:21]=3)[CH:19]=2)[CH:10]=1)(=[O:8])=[O:7])(C)(C)C.C(O)(C(F)(F)F)=O, predict the reaction product. The product is: [Cl:31][C:28]1[S:27][C:26]([C:24]2[CH:23]=[C:22]([C:32]([F:35])([F:34])[F:33])[N:21]=[C:20]([N:18]3[CH:19]=[C:15]([C:11]4[CH:10]=[C:9]([S:6]([NH2:5])(=[O:8])=[O:7])[CH:14]=[CH:13][CH:12]=4)[N:16]=[CH:17]3)[N:25]=2)=[CH:30][CH:29]=1. (7) Given the reactants [NH:1]1[CH2:4][CH:3]([C:5]2[CH:6]=[CH:7][C:8]3[O:17][CH2:16][CH2:15][C:14]4[N:10]([N:11]=[C:12]([C:18]5[N:19]([CH:23]([CH3:25])[CH3:24])[N:20]=[CH:21][N:22]=5)[CH:13]=4)[C:9]=3[CH:26]=2)[CH2:2]1.[CH:27]([S:29]([CH:32]=C)(=[O:31])=[O:30])=[CH2:28], predict the reaction product. The product is: [CH:23]([N:19]1[C:18]([C:12]2[CH:13]=[C:14]3[N:10]([C:9]4[CH:26]=[C:5]([CH:3]5[CH2:2][N:1]([CH2:28][CH2:27][S:29]([CH3:32])(=[O:31])=[O:30])[CH2:4]5)[CH:6]=[CH:7][C:8]=4[O:17][CH2:16][CH2:15]3)[N:11]=2)=[N:22][CH:21]=[N:20]1)([CH3:24])[CH3:25]. (8) Given the reactants [CH2:1]([N:8]1[CH:12]=[C:11]([C:13](O)=[O:14])[C:10]([O:16][CH2:17][C:18]2[CH:23]=[CH:22][C:21]([O:24][CH2:25][C:26]3[N:27]=[C:28]([C:32]4[O:33][CH:34]=[CH:35][CH:36]=4)[O:29][C:30]=3[CH3:31])=[CH:20][CH:19]=2)=[N:9]1)[C:2]1[CH:7]=[CH:6][CH:5]=[CH:4][CH:3]=1.Cl.C([N:40]=C=NCCCN(C)C)C.CN(C)C=O, predict the reaction product. The product is: [CH2:1]([N:8]1[CH:12]=[C:11]([C:13]([NH2:40])=[O:14])[C:10]([O:16][CH2:17][C:18]2[CH:19]=[CH:20][C:21]([O:24][CH2:25][C:26]3[N:27]=[C:28]([C:32]4[O:33][CH:34]=[CH:35][CH:36]=4)[O:29][C:30]=3[CH3:31])=[CH:22][CH:23]=2)=[N:9]1)[C:2]1[CH:7]=[CH:6][CH:5]=[CH:4][CH:3]=1. (9) Given the reactants [CH2:1]([O:8][C:9]1[CH:14]=[CH:13][N:12]([CH2:15][C:16]2[CH:21]=[CH:20][CH:19]=[C:18]([F:22])[CH:17]=2)[C:11](=[O:23])[CH:10]=1)[C:2]1[CH:7]=[CH:6][CH:5]=[CH:4][CH:3]=1.[I:24]N1C(=O)CCC1=O, predict the reaction product. The product is: [CH2:1]([O:8][C:9]1[CH:14]=[CH:13][N:12]([CH2:15][C:16]2[CH:21]=[CH:20][CH:19]=[C:18]([F:22])[CH:17]=2)[C:11](=[O:23])[C:10]=1[I:24])[C:2]1[CH:7]=[CH:6][CH:5]=[CH:4][CH:3]=1.